Dataset: Reaction yield outcomes from USPTO patents with 853,638 reactions. Task: Predict the reaction yield, written as a fraction of the theoretical maximum amount of product (1.0 means a 100% yield; for example, 0.34 means a 34% yield). (1) The reactants are I[CH2:2][C@@H:3]([CH3:16])[CH2:4][N:5]1[C:14]2[C:9](=[CH:10][CH:11]=[CH:12][CH:13]=2)[CH:8]=[CH:7][C:6]1=[O:15].[CH2:17]([CH:21]1[CH2:26][CH2:25][NH:24][CH2:23][CH2:22]1)[CH2:18][CH2:19][CH3:20].CC#N.CCOC(C)=O. The catalyst is O. The product is [CH2:17]([CH:21]1[CH2:26][CH2:25][N:24]([CH2:2][C@@H:3]([CH3:16])[CH2:4][N:5]2[C:14]3[C:9](=[CH:10][CH:11]=[CH:12][CH:13]=3)[CH:8]=[CH:7][C:6]2=[O:15])[CH2:23][CH2:22]1)[CH2:18][CH2:19][CH3:20]. The yield is 0.440. (2) The yield is 0.990. The catalyst is C(Cl)Cl.ClC1C=CC=CC=1. The product is [Br:1][C:10]1[C:6]2[CH:5]=[C:4]([Cl:3])[CH:12]=[CH:11][C:7]=2[S:8][CH:9]=1. The reactants are [Br:1]Br.[Cl:3][C:4]1[CH:12]=[CH:11][C:7]2[S:8][CH:9]=[CH:10][C:6]=2[CH:5]=1.CC([O-])=O.[Na+].OS([O-])=O.[Na+]. (3) The reactants are [CH2:1]([S:3]([C:6]1[CH:11]=[CH:10][C:9](B(O)O)=[CH:8][CH:7]=1)(=[O:5])=[O:4])[CH3:2].Br[C:16]1[CH:21]=[CH:20][C:19]([O:22][CH2:23][CH:24]2[CH2:29][CH2:28][N:27]([C:30]([O:32][CH:33]([CH3:35])[CH3:34])=[O:31])[CH2:26][CH2:25]2)=[CH:18][CH:17]=1. No catalyst specified. The product is [CH2:1]([S:3]([C:6]1[CH:11]=[CH:10][C:9]([C:16]2[CH:17]=[CH:18][C:19]([O:22][CH2:23][CH:24]3[CH2:25][CH2:26][N:27]([C:30]([O:32][CH:33]([CH3:35])[CH3:34])=[O:31])[CH2:28][CH2:29]3)=[CH:20][CH:21]=2)=[CH:8][CH:7]=1)(=[O:5])=[O:4])[CH3:2]. The yield is 0.200. (4) The reactants are Cl.[CH2:2]([O:4][C@H:5]1[CH2:9][NH:8][C@H:7]([C:10]([OH:12])=[O:11])[CH2:6]1)[CH3:3].C(=O)([O-])[O-].[K+].[K+].[C:19](=O)([O:35]N1C(=O)CCC1=O)[O:20][CH2:21][CH:22]1[C:34]2[CH:33]=[CH:32][CH:31]=[CH:30][C:29]=2[C:28]2[C:23]1=[CH:24][CH:25]=[CH:26][CH:27]=2. The catalyst is O1CCOCC1.O. The product is [CH:33]1[C:34]2[CH:22]([CH2:21][O:20][C:19]([N:8]3[CH2:9][C@H:5]([O:4][CH2:2][CH3:3])[CH2:6][C@H:7]3[C:10]([OH:12])=[O:11])=[O:35])[C:23]3[C:28](=[CH:27][CH:26]=[CH:25][CH:24]=3)[C:29]=2[CH:30]=[CH:31][CH:32]=1. The yield is 1.03. (5) The reactants are [Si:1]([O:8][CH2:9][CH2:10][C:11]1[CH:16]=[CH:15][C:14]([Cl:17])=[CH:13][C:12]=1[CH:18]([C:20]1[CH:24]=[C:23]([CH:25]2[O:29][CH2:28][CH2:27][O:26]2)[S:22][C:21]=1[CH3:30])[OH:19])([C:4]([CH3:7])([CH3:6])[CH3:5])([CH3:3])[CH3:2]. The catalyst is C(Cl)Cl.O=[Mn]=O. The product is [Si:1]([O:8][CH2:9][CH2:10][C:11]1[CH:16]=[CH:15][C:14]([Cl:17])=[CH:13][C:12]=1[C:18]([C:20]1[CH:24]=[C:23]([CH:25]2[O:29][CH2:28][CH2:27][O:26]2)[S:22][C:21]=1[CH3:30])=[O:19])([C:4]([CH3:7])([CH3:6])[CH3:5])([CH3:2])[CH3:3]. The yield is 0.770.